Task: Predict the reactants needed to synthesize the given product.. Dataset: Full USPTO retrosynthesis dataset with 1.9M reactions from patents (1976-2016) Given the product [ClH:44].[F:1][C:2]1[CH:7]=[CH:6][CH:5]=[CH:4][C:3]=1[C:8]1[N:9]=[C:10]([CH2:22][NH:23][CH3:24])[S:11][C:12]=1[S:13]([C:16]1[CH:17]=[N:18][N:19]([CH3:21])[CH:20]=1)(=[O:14])=[O:15], predict the reactants needed to synthesize it. The reactants are: [F:1][C:2]1[CH:7]=[CH:6][CH:5]=[CH:4][C:3]=1[C:8]1[N:9]=[C:10]([CH2:22][N:23](C)[C:24](=O)OC(C)(C)C)[S:11][C:12]=1[S:13]([C:16]1[CH:17]=[N:18][N:19]([CH3:21])[CH:20]=1)(=[O:15])=[O:14].C(OCC)(=O)C.C(OCC)(=O)C.[ClH:44].